Predict the product of the given reaction. From a dataset of Forward reaction prediction with 1.9M reactions from USPTO patents (1976-2016). (1) Given the reactants [C:1]([O:5][C:6]([NH:8][C:9]1([C:42]([O:44]C)=[O:43])[CH2:14][CH2:13][N:12]([C:15]2[CH:20]=[CH:19][CH:18]=[C:17]([C:21]3[C:29]4[C:24](=[CH:25][N:26]=[C:27]([C:30]5[CH:31]=[N:32][CH:33]=[CH:34][CH:35]=5)[CH:28]=4)[N:23]([CH:36]4[CH2:41][CH2:40][CH2:39][CH2:38][O:37]4)[N:22]=3)[N:16]=2)[CH2:11][CH2:10]1)=[O:7])([CH3:4])([CH3:3])[CH3:2].[OH-].[Li+], predict the reaction product. The product is: [C:1]([O:5][C:6]([NH:8][C:9]1([C:42]([OH:44])=[O:43])[CH2:10][CH2:11][N:12]([C:15]2[CH:20]=[CH:19][CH:18]=[C:17]([C:21]3[C:29]4[C:24](=[CH:25][N:26]=[C:27]([C:30]5[CH:31]=[N:32][CH:33]=[CH:34][CH:35]=5)[CH:28]=4)[N:23]([CH:36]4[CH2:41][CH2:40][CH2:39][CH2:38][O:37]4)[N:22]=3)[N:16]=2)[CH2:13][CH2:14]1)=[O:7])([CH3:4])([CH3:2])[CH3:3]. (2) Given the reactants [CH:1]1([CH2:7][C@H:8]([N:21]2[CH2:29][C:28]3[C:23](=[CH:24][CH:25]=[C:26]([C:30]4[N:34]([CH3:35])[N:33]=[CH:32][CH:31]=4)[CH:27]=3)[C:22]2=[O:36])[CH2:9][N:10]2C(=O)C3C(=CC=CC=3)C2=O)[CH2:6][CH2:5][CH2:4][CH2:3][CH2:2]1.CO.NN, predict the reaction product. The product is: [NH2:10][CH2:9][C@@H:8]([N:21]1[CH2:29][C:28]2[C:23](=[CH:24][CH:25]=[C:26]([C:30]3[N:34]([CH3:35])[N:33]=[CH:32][CH:31]=3)[CH:27]=2)[C:22]1=[O:36])[CH2:7][CH:1]1[CH2:2][CH2:3][CH2:4][CH2:5][CH2:6]1. (3) Given the reactants [NH:1]1[CH2:6][CH:5]=[C:4]([C:7]2[C:15]3[C:10](=[CH:11][CH:12]=[CH:13][CH:14]=3)[NH:9][CH:8]=2)[CH2:3][CH2:2]1.Cl[CH2:17][CH2:18][C:19]1[C:24](=[O:25])[N:23]2[CH:26]=[CH:27][CH:28]=[C:29]([CH3:30])[C:22]2=[N:21][C:20]=1[CH3:31].C(=O)([O-])[O-].[K+].[K+], predict the reaction product. The product is: [NH:9]1[C:10]2[C:15](=[CH:14][CH:13]=[CH:12][CH:11]=2)[C:7]([C:4]2[CH2:3][CH2:2][N:1]([CH2:17][CH2:18][C:19]3[C:24](=[O:25])[N:23]4[CH:26]=[CH:27][CH:28]=[C:29]([CH3:30])[C:22]4=[N:21][C:20]=3[CH3:31])[CH2:6][CH:5]=2)=[CH:8]1. (4) Given the reactants [NH2:1][C@@H:2]1[CH2:6][CH2:5][N:4]([C:7]2[N:15]=[C:14]3[C:10]([N:11]=[CH:12][N:13]3[C@@H:16]3[CH2:20][C@H:19]([NH:21][C:22](=[O:33])[C@H](OCC4C=CC=CC=4)C)[C@@H:18]([OH:34])[C@H:17]3[OH:35])=[C:9]([NH:36][CH2:37][CH:38]([C:45]3[CH:50]=[CH:49][CH:48]=[CH:47][CH:46]=3)[C:39]3[CH:44]=[CH:43][CH:42]=[CH:41][CH:40]=3)[N:8]=2)[CH2:3]1.[C:51]([O:55]C(=O)N)(C)(C)[CH3:52], predict the reaction product. The product is: [NH2:1][C@@H:2]1[CH2:6][CH2:5][N:4]([C:7]2[N:15]=[C:14]3[C:10]([N:11]=[CH:12][N:13]3[C@@H:16]3[CH2:20][C@H:19]([NH:21][C:22](=[O:33])[CH2:52][CH2:51][OH:55])[C@@H:18]([OH:34])[C@H:17]3[OH:35])=[C:9]([NH:36][CH2:37][CH:38]([C:39]3[CH:40]=[CH:41][CH:42]=[CH:43][CH:44]=3)[C:45]3[CH:50]=[CH:49][CH:48]=[CH:47][CH:46]=3)[N:8]=2)[CH2:3]1. (5) Given the reactants [OH-].[Na+].C([O:5][C:6](=[O:31])[C:7]([NH:9][O:10][CH:11]1[CH2:16][CH2:15][N:14]([S:17]([C:20]2[CH:25]=[CH:24][C:23]([O:26][C:27]([F:30])([F:29])[F:28])=[CH:22][CH:21]=2)(=[O:19])=[O:18])[CH2:13][CH2:12]1)=[O:8])C, predict the reaction product. The product is: [F:30][C:27]([F:28])([F:29])[O:26][C:23]1[CH:24]=[CH:25][C:20]([S:17]([N:14]2[CH2:15][CH2:16][CH:11]([O:10][NH:9][C:7](=[O:8])[C:6]([OH:31])=[O:5])[CH2:12][CH2:13]2)(=[O:19])=[O:18])=[CH:21][CH:22]=1. (6) Given the reactants [CH2:1]([C:4]1([C:23]2[CH:28]=[CH:27][CH:26]=[CH:25][CH:24]=2)[CH2:8][N:7]([C:9]2[CH:14]=[C:13]([Cl:15])[CH:12]=[CH:11][C:10]=2[F:16])[N:6]=[C:5]1[C:17]([N:19]([O:21][CH3:22])[CH3:20])=[O:18])[CH:2]=[CH2:3].B1C2CCCC1CCC2.C1C[O:41]CC1, predict the reaction product. The product is: [Cl:15][C:13]1[CH:12]=[CH:11][C:10]([F:16])=[C:9]([N:7]2[CH2:8][C:4]([CH2:1][CH2:2][CH2:3][OH:41])([C:23]3[CH:24]=[CH:25][CH:26]=[CH:27][CH:28]=3)[C:5]([C:17]([N:19]([O:21][CH3:22])[CH3:20])=[O:18])=[N:6]2)[CH:14]=1. (7) Given the reactants [Cl:1][C:2]1[N:3]=[N:4][C:5](Cl)=[CH:6][CH:7]=1.[NH:9]1[CH:13]=[CH:12][N:11]=[CH:10]1.C(N(C(C)C)CC)(C)C, predict the reaction product. The product is: [Cl:1][C:2]1[N:3]=[N:4][C:5]([N:9]2[CH:13]=[CH:12][N:11]=[CH:10]2)=[CH:6][CH:7]=1. (8) Given the reactants [Br:1][C:2]1[CH:3]=[C:4]([CH:8]=[CH:9][C:10]=1[C:11]1[N:15]([CH3:16])[N:14]=[CH:13][CH:12]=1)[C:5]([OH:7])=O.C1CN([P+](Br)(N2CCCC2)N2CCCC2)CC1.F[P-](F)(F)(F)(F)F.C(N(C(C)C)CC)(C)C.[NH2:50][C@@H:51]([CH2:64][C:65]1[CH:70]=[CH:69][CH:68]=[CH:67][C:66]=1[C:71]([F:74])([F:73])[F:72])[CH2:52][N:53]1[C:61](=[O:62])[C:60]2[C:55](=[CH:56][CH:57]=[CH:58][CH:59]=2)[C:54]1=[O:63], predict the reaction product. The product is: [Br:1][C:2]1[CH:3]=[C:4]([CH:8]=[CH:9][C:10]=1[C:11]1[N:15]([CH3:16])[N:14]=[CH:13][CH:12]=1)[C:5]([NH:50][C@@H:51]([CH2:64][C:65]1[CH:70]=[CH:69][CH:68]=[CH:67][C:66]=1[C:71]([F:74])([F:72])[F:73])[CH2:52][N:53]1[C:61](=[O:62])[C:60]2[C:55](=[CH:56][CH:57]=[CH:58][CH:59]=2)[C:54]1=[O:63])=[O:7].